Dataset: Catalyst prediction with 721,799 reactions and 888 catalyst types from USPTO. Task: Predict which catalyst facilitates the given reaction. (1) Reactant: C([O:3][C:4]([C:6]1[CH:7]=[N:8][NH:9][CH:10]=1)=[O:5])C.[N:11]([C:14](OCC)=[O:15])=[C:12]=S.[NH2:19][C:20]1[CH:25]=[CH:24][C:23]([C:26]([N:28]2[CH2:32][CH2:31][CH2:30][CH2:29]2)=[O:27])=[CH:22][CH:21]=1.CC(C)N=C=NC(C)C. Product: [O:15]=[C:14]1[C:25]2[C:20](=[CH:21][CH:22]=[C:23]([C:26]([N:28]3[CH2:29][CH2:30][CH2:31][CH2:32]3)=[O:27])[CH:24]=2)[N:19]=[C:12]([N:9]2[CH:10]=[C:6]([C:4]([OH:3])=[O:5])[CH:7]=[N:8]2)[NH:11]1. The catalyst class is: 2. (2) Reactant: CC(OI1(OC(C)=O)(OC(C)=O)OC(=O)C2C=CC=CC1=2)=O.[OH:23][CH2:24][C@@H:25]([N:27]([CH2:33][C:34]1[CH:39]=[CH:38][C:37]([C:40]2[CH:45]=[CH:44][CH:43]=[CH:42][C:41]=2[C:46]2[N:50]([C:51]([C:64]3[CH:69]=[CH:68][CH:67]=[CH:66][CH:65]=3)([C:58]3[CH:63]=[CH:62][CH:61]=[CH:60][CH:59]=3)[C:52]3[CH:57]=[CH:56][CH:55]=[CH:54][CH:53]=3)[N:49]=[N:48][N:47]=2)=[CH:36][CH:35]=1)[C:28](=[O:32])[CH2:29][CH2:30][CH3:31])[CH3:26].O.S([O-])([O-])(=O)=S.[Na+].[Na+]. Product: [CH3:26][C@H:25]([N:27]([CH2:33][C:34]1[CH:35]=[CH:36][C:37]([C:40]2[CH:45]=[CH:44][CH:43]=[CH:42][C:41]=2[C:46]2[N:50]([C:51]([C:52]3[CH:57]=[CH:56][CH:55]=[CH:54][CH:53]=3)([C:64]3[CH:65]=[CH:66][CH:67]=[CH:68][CH:69]=3)[C:58]3[CH:59]=[CH:60][CH:61]=[CH:62][CH:63]=3)[N:49]=[N:48][N:47]=2)=[CH:38][CH:39]=1)[C:28](=[O:32])[CH2:29][CH2:30][CH3:31])[CH:24]=[O:23]. The catalyst class is: 2. (3) Reactant: C([Mg]Cl)(C)C.Br[C:7]1[CH:8]=[N:9][CH:10]=[C:11]([C:13]#[C:14][C:15]2[CH:20]=[CH:19][CH:18]=[CH:17][CH:16]=2)[CH:12]=1.C(N(CC)CC)C.[CH3:28][S:29]C. Product: [CH3:28][S:29][C:7]1[CH:8]=[N:9][CH:10]=[C:11]([C:13]#[C:14][C:15]2[CH:20]=[CH:19][CH:18]=[CH:17][CH:16]=2)[CH:12]=1. The catalyst class is: 30. (4) Reactant: [CH2:1]([NH:3][C:4]1[N:5]=[C:6]([NH:19][CH3:20])[C:7]2[N:13]=[C:12]([NH:14][CH2:15][CH3:16])[N:11]=[C:10]([NH:17][CH3:18])[C:8]=2[N:9]=1)[CH3:2].Cl.C(OCC)C.Cl.[Cl:28]C1N=C(NCCC)C2N=C(NC)N=C(NCCC)C=2N=1. Product: [ClH:28].[CH2:1]([NH:3][C:4]1[N:5]=[C:6]([NH:19][CH3:20])[C:7]2[N:13]=[C:12]([NH:14][CH2:15][CH3:16])[N:11]=[C:10]([NH:17][CH3:18])[C:8]=2[N:9]=1)[CH3:2]. The catalyst class is: 12.